This data is from Full USPTO retrosynthesis dataset with 1.9M reactions from patents (1976-2016). The task is: Predict the reactants needed to synthesize the given product. (1) Given the product [CH:31]1([O:30][CH2:29][C@H:18]([O:17][C:16]2[C:11]3[CH:10]=[N:9][N:8]([C:5]4[C:4]([C:35]([F:37])([F:38])[F:36])=[CH:3][CH:2]=[CH:7][N:6]=4)[C:12]=3[N:13]=[CH:14][N:15]=2)[C:19]([NH:21][C:22]2[CH:27]=[N:26][C:25]([CH3:28])=[CH:24][N:23]=2)=[O:20])[CH2:32][CH2:33][CH2:34]1, predict the reactants needed to synthesize it. The reactants are: Cl[C:2]1[CH:3]=[C:4]([C:35]([F:38])([F:37])[F:36])[C:5]([N:8]2[C:12]3=[N:13][CH:14]=[N:15][C:16]([O:17][C@@H:18]([CH2:29][O:30][CH:31]4[CH2:34][CH2:33][CH2:32]4)[C:19]([NH:21][C:22]4[CH:27]=[N:26][C:25]([CH3:28])=[CH:24][N:23]=4)=[O:20])=[C:11]3[CH:10]=[N:9]2)=[N:6][CH:7]=1. (2) Given the product [N:24]1([C:29]([NH2:31])=[O:30])[CH2:28][CH2:27][CH2:26][CH2:25]1.[Cl:5][CH2:6][CH2:7][CH2:8][C:9]([C:21]1[CH:22]=[CH:23][C:18]([C:13]([CH3:17])([CH3:12])[C:14]([OH:16])=[O:15])=[CH:19][CH:20]=1)=[O:10], predict the reactants needed to synthesize it. The reactants are: [Al+3].[Cl-].[Cl-].[Cl-].[Cl:5][CH2:6][CH2:7][CH2:8][C:9](Cl)=[O:10].[CH3:12][C:13]([C:18]1[CH:23]=[CH:22][CH:21]=[CH:20][CH:19]=1)([CH3:17])[C:14]([OH:16])=[O:15].[N:24]1([C:29]([NH2:31])=[O:30])[CH2:28][CH2:27][CH2:26][CH2:25]1. (3) Given the product [F:63][C@H:64]1[CH2:51][C@H:50]1[NH:47][CH:48]=[C:22]([C:20](=[O:21])[C:19]1[CH:28]=[C:29]([F:30])[C:16]([N:11]2[CH2:10][C@@H:9]([NH:8][C:6]([O:5][C:1]([CH3:2])([CH3:3])[CH3:4])=[O:7])[C:13]3([CH2:14][CH2:15]3)[CH2:12]2)=[CH:17][C:18]=1[F:31])[C:23]([O:25][CH2:26][CH3:27])=[O:24], predict the reactants needed to synthesize it. The reactants are: [C:1]([O:5][C:6]([NH:8][C@H:9]1[C:13]2([CH2:15][CH2:14]2)[CH2:12][N:11]([C:16]2[C:29]([F:30])=[CH:28][C:19]([C:20]([CH2:22][C:23]([O:25][CH2:26][CH3:27])=[O:24])=[O:21])=[C:18]([F:31])[CH:17]=2)[CH2:10]1)=[O:7])([CH3:4])([CH3:3])[CH3:2].C(OC(=O)C)(=O)C.C([O-])([O-])OCC.C([N:47]([CH2:50][CH3:51])[CH2:48]C)C.C1(C)C=CC(S(O)(=O)=O)=CC=1.[F:63][C@H:64]1C[C@H]1N. (4) Given the product [Br:1][C:2]1[CH:3]=[C:4]([CH:12]=[C:13]([CH:15]=[O:16])[CH:14]=1)[C:5]([O:7][C:8]([CH3:11])([CH3:10])[CH3:9])=[O:6], predict the reactants needed to synthesize it. The reactants are: [Br:1][C:2]1[CH:3]=[C:4]([CH:12]=[C:13]([CH2:15][OH:16])[CH:14]=1)[C:5]([O:7][C:8]([CH3:11])([CH3:10])[CH3:9])=[O:6].CC(OI1(OC(C)=O)(OC(C)=O)OC(=O)C2C=CC=CC1=2)=O.C([O-])(O)=O.[Na+].[O-]S([O-])=O.[Na+].[Na+]. (5) Given the product [CH3:11][O:10][C:8]([C:3]1[C:2]([NH2:1])=[N:7][CH:6]=[C:5]([I:12])[N:4]=1)=[O:9], predict the reactants needed to synthesize it. The reactants are: [NH2:1][C:2]1[C:3]([C:8]([O:10][CH3:11])=[O:9])=[N:4][CH:5]=[CH:6][N:7]=1.[I:12]N1C(=O)CCC1=O.S([O-])([O-])(=O)=S.[Na+].[Na+]. (6) The reactants are: [CH2:1]([O:4][CH2:5][CH2:6][OH:7])[CH:2]=[CH2:3].[Na].[C:9]([O:13][CH3:14])(=[O:12])[CH:10]=[CH2:11]. Given the product [CH3:14][O:13][C:9](=[O:12])[CH2:10][CH2:11][O:7][CH2:6][CH2:5][O:4][CH2:1][CH:2]=[CH2:3], predict the reactants needed to synthesize it. (7) Given the product [Cl:18][C:19]1[N:24]=[C:23]([NH:11][C:9]2[CH:8]=[CH:7][C:6]3[N:2]([CH3:1])[C:3]([NH2:12])=[N:4][C:5]=3[CH:10]=2)[CH:22]=[CH:21][N:20]=1, predict the reactants needed to synthesize it. The reactants are: [CH3:1][N:2]1[C:6]2[CH:7]=[CH:8][C:9]([NH2:11])=[CH:10][C:5]=2[N:4]=[C:3]1[NH2:12].C([O-])(O)=O.[Na+].[Cl:18][C:19]1[N:24]=[C:23](Cl)[CH:22]=[CH:21][N:20]=1. (8) Given the product [CH3:18][C:17]1[N:1]([C:2]2[C:7]3[N:8]([CH3:12])[C:9](=[O:11])[NH:10][C:6]=3[CH:5]=[CH:4][CH:3]=2)[C:14]([CH3:13])=[CH:15][CH:16]=1, predict the reactants needed to synthesize it. The reactants are: [NH2:1][C:2]1[C:7]2[N:8]([CH3:12])[C:9](=[O:11])[NH:10][C:6]=2[CH:5]=[CH:4][CH:3]=1.[CH3:13][C:14](=O)[CH2:15][CH2:16][C:17](=O)[CH3:18].C(=O)([O-])O.[Na+]. (9) Given the product [Br:1][C:2]1[CH:3]=[CH:4][C:5]([C:8]2([CH2:11][N:15]([CH3:16])[CH3:13])[CH2:10][CH2:9]2)=[N:6][CH:7]=1, predict the reactants needed to synthesize it. The reactants are: [Br:1][C:2]1[CH:3]=[CH:4][C:5]([C:8]2([CH2:11]O)[CH2:10][CH2:9]2)=[N:6][CH:7]=1.[CH2:13]([N:15](CC)[CH2:16]C)C.CS(Cl)(=O)=O.